Dataset: Catalyst prediction with 721,799 reactions and 888 catalyst types from USPTO. Task: Predict which catalyst facilitates the given reaction. (1) Reactant: [CH2:1]([Li])[CH2:2][CH2:3][CH3:4].BrC1[CH:12]=[C:11]2[O:13][CH2:14][O:15][C:10]2=CC=1C.CN(C)[CH:19]=[O:20].O. Product: [CH3:4][C:3]1[CH:12]=[C:11]2[O:13][CH2:14][O:15][C:10]2=[CH:1][C:2]=1[CH:19]=[O:20]. The catalyst class is: 7. (2) Reactant: [OH:1][C@H:2]1[C@H:7]([O:8][CH2:9][CH2:10][O:11][CH3:12])[C:6]2[CH:13]=[CH:14][C:15]3[N:16]([CH3:21])[C:17]([CH3:20])=[N:18][C:19]=3[C:5]=2[O:4][C@@H:3]1[C:22]1[CH:27]=[CH:26][CH:25]=[CH:24][CH:23]=1.C(N(CC)CC)C.Cl.[CH3:36][N:37]([CH2:39][C:40](Cl)=[O:41])[CH3:38].O. Product: [CH3:36][N:37]([CH3:38])[CH2:39][C:40]([O:1][C@H:2]1[C@H:7]([O:8][CH2:9][CH2:10][O:11][CH3:12])[C:6]2[CH:13]=[CH:14][C:15]3[N:16]([CH3:21])[C:17]([CH3:20])=[N:18][C:19]=3[C:5]=2[O:4][C@@H:3]1[C:22]1[CH:27]=[CH:26][CH:25]=[CH:24][CH:23]=1)=[O:41]. The catalyst class is: 112. (3) Reactant: Cl[C:2]1[N:11]=[C:10]([O:12]CC)[C:9]2[C:4](=[CH:5][CH:6]=[CH:7][CH:8]=2)[N:3]=1.[C:15](OC)(=[O:23])[C:16]1[C:17](=[CH:19][CH:20]=[CH:21][CH:22]=1)[NH2:18]. Product: [OH:12][C:10]1[C:9]2[CH:8]=[CH:7][CH:6]=[CH:5][C:4]=2[N:3]2[C:15](=[O:23])[C:16]3[CH:22]=[CH:21][CH:20]=[CH:19][C:17]=3[N:18]=[C:2]2[N:11]=1. The catalyst class is: 13. (4) Reactant: Br[C:2]1[CH:7]=[CH:6][C:5]([O:8][CH3:9])=[CH:4][CH:3]=1.[CH3:10][O:11][C:12]1[N:17]=[C:16]([C:18]2[CH:26]=[CH:25][C:21]([N:22]([CH3:24])[CH3:23])=[CH:20][CH:19]=2)[C:15]([N:27]2[CH2:32][CH2:31][NH:30][CH2:29][CH2:28]2)=[CH:14][CH:13]=1.C1C=CC(P(C2C(C3C(P(C4C=CC=CC=4)C4C=CC=CC=4)=CC=C4C=3C=CC=C4)=C3C(C=CC=C3)=CC=2)C2C=CC=CC=2)=CC=1.CC(C)([O-])C.[Na+]. Product: [CH3:10][O:11][C:12]1[N:17]=[C:16]([C:18]2[CH:26]=[CH:25][C:21]([N:22]([CH3:24])[CH3:23])=[CH:20][CH:19]=2)[C:15]([N:27]2[CH2:32][CH2:31][N:30]([C:2]3[CH:7]=[CH:6][C:5]([O:8][CH3:9])=[CH:4][CH:3]=3)[CH2:29][CH2:28]2)=[CH:14][CH:13]=1. The catalyst class is: 487.